Dataset: Reaction yield outcomes from USPTO patents with 853,638 reactions. Task: Predict the reaction yield, written as a fraction of the theoretical maximum amount of product (1.0 means a 100% yield; for example, 0.34 means a 34% yield). (1) The reactants are [C:1]([O:5][CH2:6][C:7]1[CH:12]=[CH:11][CH:10]=[CH:9][CH:8]=1)(=[O:4])[CH:2]=[CH2:3].CO[CH2:15][N:16]([CH2:22][C:23]1[CH:28]=[CH:27][CH:26]=[CH:25][CH:24]=1)[CH2:17][Si](C)(C)C.C(O)(C(F)(F)F)=O. The catalyst is C(Cl)Cl. The product is [CH2:22]([N:16]1[CH2:15][CH2:3][CH:2]([C:1]([O:5][CH2:6][C:7]2[CH:12]=[CH:11][CH:10]=[CH:9][CH:8]=2)=[O:4])[CH2:17]1)[C:23]1[CH:24]=[CH:25][CH:26]=[CH:27][CH:28]=1. The yield is 0.990. (2) The reactants are O.[OH-].[Li+].[C:4]1([C:10]2[NH:11][C:12]3[C:17]([CH:18]=2)=[CH:16][C:15]([C:19]([O:21]C)=[O:20])=[CH:14][CH:13]=3)[CH:9]=[CH:8][CH:7]=[CH:6][CH:5]=1. The catalyst is O.O1CCCC1. The product is [C:4]1([C:10]2[NH:11][C:12]3[C:17]([CH:18]=2)=[CH:16][C:15]([C:19]([OH:21])=[O:20])=[CH:14][CH:13]=3)[CH:5]=[CH:6][CH:7]=[CH:8][CH:9]=1. The yield is 0.460. (3) The reactants are C1COCC1.Br[CH:7]1[CH2:9][CH2:8]1.[Cl:10][C:11]1[CH:18]=[CH:17][CH:16]=[CH:15][C:12]=1[C:13]#[N:14].[BH4-].[Na+]. The catalyst is CO. The product is [CH:7]1([CH:13]([C:12]2[CH:15]=[CH:16][CH:17]=[CH:18][C:11]=2[Cl:10])[NH2:14])[CH2:9][CH2:8]1. The yield is 0.770. (4) The reactants are ClC1C(B2OC(C)(C)C(C)(C)O2)=CC=CC=1N.[Br:18][C:19]1[CH:24]=[C:23]([Cl:25])[CH:22]=[C:21]([N+:26]([O-])=O)[C:20]=1[Cl:29]. No catalyst specified. The product is [Br:18][C:19]1[C:20]([Cl:29])=[C:21]([CH:22]=[C:23]([Cl:25])[CH:24]=1)[NH2:26]. The yield is 0.240. (5) The reactants are FC(F)(F)S(O[C:7]1[CH:12]=[CH:11][CH:10]=[C:9]([C:13]([CH3:16])([CH3:15])[CH3:14])[CH:8]=1)(=O)=O.[CH3:19][N:20](C=O)C. The catalyst is CCOCC.[C-]#N.[Zn+2].[C-]#N. The product is [C:13]([C:9]1[CH:8]=[C:7]([CH:12]=[CH:11][CH:10]=1)[C:19]#[N:20])([CH3:16])([CH3:15])[CH3:14]. The yield is 0.750. (6) The reactants are Cl[C:2]([O:4][CH3:5])=[O:3].[Cl:6][C:7]1[CH:8]=[CH:9][C:10]([OH:30])=[C:11]([CH:29]=1)[C:12]([NH:14][C:15]1[CH:20]=[C:19]([C:21]([F:24])([F:23])[F:22])[CH:18]=[C:17]([C:25]([F:28])([F:27])[F:26])[CH:16]=1)=[O:13].O. The catalyst is O1CCCC1. The product is [Cl:6][C:7]1[CH:8]=[CH:9][C:10]([O:30][C:2]([O:4][CH3:5])=[O:3])=[C:11]([CH:29]=1)[C:12]([NH:14][C:15]1[CH:20]=[C:19]([C:21]([F:24])([F:23])[F:22])[CH:18]=[C:17]([C:25]([F:26])([F:27])[F:28])[CH:16]=1)=[O:13]. The yield is 0.786.